This data is from Catalyst prediction with 721,799 reactions and 888 catalyst types from USPTO. The task is: Predict which catalyst facilitates the given reaction. (1) Reactant: [OH:1][C:2]1([C:17]#[C:18]/[C:19](/[CH2:26][CH2:27][CH3:28])=[CH:20]\[C:21]([O:23][CH2:24][CH3:25])=[O:22])[C:14]2([CH3:15])[CH:12]([CH2:13]2)[C:5]2(OC(C)C(C)[O:6]2)[CH:4]=[C:3]1[CH3:16].Cl.O. Product: [OH:1][C:2]1([C:17]#[C:18]/[C:19](/[CH2:26][CH2:27][CH3:28])=[CH:20]\[C:21]([O:23][CH2:24][CH3:25])=[O:22])[C:3]([CH3:16])=[CH:4][C:5](=[O:6])[CH:12]2[C:14]1([CH3:15])[CH2:13]2. The catalyst class is: 21. (2) Reactant: [Cl:1][C:2]1[N:10]=[C:9]2[C:5]([NH:6][CH:7]=[N:8]2)=[C:4]([Cl:11])[N:3]=1.CC1C=CC(S(O)(=O)=O)=CC=1.[O:23]1[CH:28]=[CH:27][CH2:26][CH2:25][CH2:24]1. Product: [Cl:1][C:2]1[N:10]=[C:9]2[C:5]([N:6]=[CH:7][N:8]2[CH:24]2[CH2:25][CH2:26][CH2:27][CH2:28][O:23]2)=[C:4]([Cl:11])[N:3]=1. The catalyst class is: 1. (3) Reactant: [C:1]([O:5][CH:6]([C:11]1[CH:16]=[C:15]([N:17]([CH3:19])[CH3:18])[CH:14]=[CH:13][C:12]=1[C:20]1[CH:21]=[CH:22][C:23]2[O:28][CH2:27][CH2:26][CH2:25][C:24]=2[CH:29]=1)[C:7]([O:9]C)=[O:8])([CH3:4])([CH3:3])[CH3:2].[OH-].[K+]. Product: [C:1]([O:5][CH:6]([C:11]1[CH:16]=[C:15]([N:17]([CH3:19])[CH3:18])[CH:14]=[CH:13][C:12]=1[C:20]1[CH:21]=[CH:22][C:23]2[O:28][CH2:27][CH2:26][CH2:25][C:24]=2[CH:29]=1)[C:7]([OH:9])=[O:8])([CH3:4])([CH3:2])[CH3:3]. The catalyst class is: 40. (4) Reactant: [F:1][C:2]1[CH:7]=[CH:6][C:5]([F:8])=[CH:4][C:3]=1[S:9]([N:12]([C:16]1[CH:21]=[CH:20][CH:19]=[C:18]([C:22]2[C:26]([C:27]3[CH:32]=[CH:31][N:30]=[CH:29][CH:28]=3)=[CH:25][N:24](C3CCCCO3)[N:23]=2)[C:17]=1[F:39])COC)(=[O:11])=[O:10].[OH2:40].[C:41]1(C)[CH:46]=[CH:45]C(S(O)(=O)=O)=[CH:43][CH:42]=1. Product: [F:1][C:2]1[CH:7]=[CH:6][C:5]([F:8])=[CH:4][C:3]=1[S:9]([NH:12][C:16]1[CH:21]=[CH:20][CH:19]=[C:18]([C:22]2[C:26]([C:27]3[CH:32]=[CH:31][N:30]=[CH:29][CH:28]=3)=[CH:25][N:24]([CH:41]3[CH2:46][CH2:45][O:40][CH2:43][CH2:42]3)[N:23]=2)[C:17]=1[F:39])(=[O:10])=[O:11]. The catalyst class is: 5. (5) Reactant: C([O:3][C:4]([C:6]1[O:10][C:9]([C:11]2[CH:16]=[CH:15][C:14]([S:17]([CH3:20])(=[O:19])=[O:18])=[CH:13][C:12]=2[F:21])=[N:8][CH:7]=1)=[O:5])C.[OH-].[Na+]. Product: [F:21][C:12]1[CH:13]=[C:14]([S:17]([CH3:20])(=[O:19])=[O:18])[CH:15]=[CH:16][C:11]=1[C:9]1[O:10][C:6]([C:4]([OH:5])=[O:3])=[CH:7][N:8]=1. The catalyst class is: 7.